From a dataset of Catalyst prediction with 721,799 reactions and 888 catalyst types from USPTO. Predict which catalyst facilitates the given reaction. (1) Product: [S:1]1[C:5]2[CH:6]=[C:7]([C:10]3[S:14][C:13]([NH:15][C:21](=[O:22])[O:20][C:17]([CH3:19])([CH3:18])[CH3:16])=[N:12][N:11]=3)[CH:8]=[CH:9][C:4]=2[CH:3]=[N:2]1. Reactant: [S:1]1[C:5]2[CH:6]=[C:7]([C:10]3[S:14][C:13]([NH2:15])=[N:12][N:11]=3)[CH:8]=[CH:9][C:4]=2[CH:3]=[N:2]1.[CH3:16][C:17]([O:20][C:21](O[C:21]([O:20][C:17]([CH3:19])([CH3:18])[CH3:16])=[O:22])=[O:22])([CH3:19])[CH3:18].[Li+].[Br-]. The catalyst class is: 649. (2) Reactant: C[O:2][C:3](=[O:39])[C@@H:4]([NH:17][C:18]([C:20]1[C:21]([CH3:38])=[N:22][C:23]([NH:27][CH2:28][CH2:29][CH2:30][C:31]2[CH:36]=[CH:35][CH:34]=[C:33]([OH:37])[CH:32]=2)=[N:24][C:25]=1[CH3:26])=[O:19])[CH2:5][NH:6][C:7]([O:9][CH2:10][C:11]1[CH:16]=[CH:15][CH:14]=[CH:13][CH:12]=1)=[O:8].O.[OH-].[Li+].[K].[H][H]. Product: [CH2:10]([O:9][C:7]([NH:6][CH2:5][C@H:4]([NH:17][C:18]([C:20]1[C:21]([CH3:38])=[N:22][C:23]([NH:27][CH2:28][CH2:29][CH2:30][C:31]2[CH:36]=[CH:35][CH:34]=[C:33]([OH:37])[CH:32]=2)=[N:24][C:25]=1[CH3:26])=[O:19])[C:3]([OH:39])=[O:2])=[O:8])[C:11]1[CH:12]=[CH:13][CH:14]=[CH:15][CH:16]=1. The catalyst class is: 20. (3) Reactant: C([Li])CCC.[CH2:6]([C:8]1[CH:13]=[CH:12][CH:11]=[CH:10][N:9]=1)[CH3:7].[CH:14](=[O:21])[C:15]1[CH:20]=[CH:19][CH:18]=[CH:17][CH:16]=1. Product: [C:15]1([CH:14]([OH:21])[CH:6]([C:8]2[CH:13]=[CH:12][CH:11]=[CH:10][N:9]=2)[CH3:7])[CH:20]=[CH:19][CH:18]=[CH:17][CH:16]=1. The catalyst class is: 1.